The task is: Regression. Given a peptide amino acid sequence and an MHC pseudo amino acid sequence, predict their binding affinity value. This is MHC class II binding data.. This data is from Peptide-MHC class II binding affinity with 134,281 pairs from IEDB. The peptide sequence is NNRIWLQFAKLTGFT. The MHC is HLA-DQA10501-DQB10201 with pseudo-sequence HLA-DQA10501-DQB10201. The binding affinity (normalized) is 0.0805.